From a dataset of Reaction yield outcomes from USPTO patents with 853,638 reactions. Predict the reaction yield, written as a fraction of the theoretical maximum amount of product (1.0 means a 100% yield; for example, 0.34 means a 34% yield). (1) The reactants are [CH3:1][C@@H:2]([C@@H:10]1[C@@:14]2([CH3:29])[CH2:15][CH2:16][C@@H:17]3[C@@:22]4([CH3:28])[CH2:23][CH2:24][C@H:25]([OH:27])[CH2:26][C:21]4=[CH:20][CH:19]=[C:18]3[C@@H:13]2[CH2:12][CH2:11]1)/[CH:3]=[CH:4]/[C@@H:5]([CH:7]([CH3:9])[CH3:8])[CH3:6].N1C=CC=CC=1.[C:36](Cl)(=[O:38])[CH3:37].CO. The catalyst is ClCCl. The product is [C:36]([O:27][CH:25]1[CH2:24][CH2:23][C@@:22]2([CH3:28])[C:21](=[CH:20][CH:19]=[C:18]3[C@@H:17]2[CH2:16][CH2:15][C@@:14]2([CH3:29])[C@H:13]3[CH2:12][CH2:11][C@@H:10]2[C@H:2]([CH3:1])[CH:3]=[CH:4][C@H:5]([CH3:6])[CH:7]([CH3:8])[CH3:9])[CH2:26]1)(=[O:38])[CH3:37]. The yield is 0.940. (2) The reactants are [H-].[Al+3].[Li+].[H-].[H-].[H-].[Br:7][C:8]1[CH:9]=[CH:10][C:11]([C:30](OC)=[O:31])=[C:12]2[C:16]=1[N:15]=[C:14]1[N:17]([C:21]3[CH:26]=[CH:25][C:24]([O:27][CH3:28])=[CH:23][C:22]=3[CH3:29])[CH2:18][CH2:19][CH2:20][N:13]21.O.O.O.O.O.O.O.O.O.O.S([O-])([O-])(=O)=O.[Na+].[Na+].CC(OI1(OC(C)=O)(OC(C)=O)OC(=O)C2C=CC=CC1=2)=O. The catalyst is O1CCCC1.C(#N)C.C(=O)(O)[O-].[Na+].S([O-])([O-])(=O)=S.[Na+].[Na+].CS(C)=O. The product is [Br:7][C:8]1[CH:9]=[CH:10][C:11]([CH:30]=[O:31])=[C:12]2[C:16]=1[N:15]=[C:14]1[N:17]([C:21]3[CH:26]=[CH:25][C:24]([O:27][CH3:28])=[CH:23][C:22]=3[CH3:29])[CH2:18][CH2:19][CH2:20][N:13]21. The yield is 0.890. (3) The reactants are [Cl:1][C:2]1[CH:34]=[CH:33][C:5]([C:6]([C@@:8]2([OH:32])[C@@H:12]([CH2:13][O:14][C:15](=[O:23])[C:16]3[CH:21]=[CH:20][C:19]([Cl:22])=[CH:18][CH:17]=3)[O:11][C@@H:10](N3C=CC(=O)NC3=O)[CH2:9]2)=O)=[CH:4][CH:3]=1.[C@@H:35]1([N:44]2C=CC(=O)N[C:45]2=[O:46])O[C@H](CO)[C@@H:38](O)[C@H:36]1O.C[N:53]1CCCCC1.C1(C)C=CC(S(Cl)(=O)=O)=CC=1.[OH2:70].[NH3:71]. The catalyst is C(#N)C.C(N(CC)CC)C. The product is [Cl:1][C:2]1[CH:34]=[CH:33][C:5]([C:6]([C@@:8]2([OH:32])[C@@H:12]([CH2:13][O:14][C:15](=[O:23])[C:16]3[CH:17]=[CH:18][C:19]([Cl:22])=[CH:20][CH:21]=3)[O:11][C@@H:10]([N:71]3[CH:38]=[CH:36][C:35]([NH2:53])=[N:44][C:45]3=[O:46])[CH2:9]2)=[O:70])=[CH:4][CH:3]=1. The yield is 0.795. (4) The reactants are [NH2:1][C:2]1[C:7]([C:8]([OH:10])=[O:9])=[CH:6][N:5]=[CH:4][N:3]=1.S(=O)(=O)(O)O.[CH3:16]O. No catalyst specified. The product is [NH2:1][C:2]1[C:7]([C:8]([O:10][CH3:16])=[O:9])=[CH:6][N:5]=[CH:4][N:3]=1. The yield is 0.900. (5) The reactants are [H-].[Na+].[C:3]1([CH:9]([CH2:12][CH2:13][CH2:14][CH2:15][CH3:16])[C:10]#[N:11])[CH:8]=[CH:7][CH:6]=[CH:5][CH:4]=1.[CH2:17]=[O:18]. The catalyst is CN(C=O)C. The product is [OH:18][CH2:17][C:9]([C:3]1[CH:8]=[CH:7][CH:6]=[CH:5][CH:4]=1)([CH2:12][CH2:13][CH2:14][CH2:15][CH3:16])[C:10]#[N:11]. The yield is 0.710. (6) The reactants are [CH2:1]([O:3][C:4]1[CH:5]=[C:6]([N:13]2[CH2:18][CH2:17][N:16]([CH2:19][CH2:20][CH3:21])[CH2:15][CH2:14]2)[CH:7]=[CH:8][C:9]=1[N+:10]([O-])=O)[CH3:2]. The catalyst is CCOC(C)=O.CO. The product is [CH2:1]([O:3][C:4]1[CH:5]=[C:6]([N:13]2[CH2:18][CH2:17][N:16]([CH2:19][CH2:20][CH3:21])[CH2:15][CH2:14]2)[CH:7]=[CH:8][C:9]=1[NH2:10])[CH3:2]. The yield is 0.780.